This data is from Reaction yield outcomes from USPTO patents with 853,638 reactions. The task is: Predict the reaction yield, written as a fraction of the theoretical maximum amount of product (1.0 means a 100% yield; for example, 0.34 means a 34% yield). (1) The reactants are [F:1][C:2]1[CH:12]=[CH:11][C:5]2[S:6][C:7]([CH:9]=O)=[CH:8][C:4]=2[CH:3]=1.[N+:13]([CH3:16])([O-:15])=[O:14].[OH-].[Na+]. The catalyst is C(O)C. The product is [F:1][C:2]1[CH:12]=[CH:11][C:5]2[S:6][C:7](/[CH:9]=[CH:16]/[N+:13]([O-:15])=[O:14])=[CH:8][C:4]=2[CH:3]=1. The yield is 0.571. (2) The reactants are [CH3:1][O:2][C:3]1[N:8]=[CH:7][C:6]([NH:9][C:10]2[C:17]([C:18]3[N:26]=[C:25]([CH3:27])[N:24]=[C:23]4[C:19]=3[N:20]=[CH:21][N:22]4C3CCCCO3)=[CH:16][C:13]([CH:14]=O)=[CH:12][N:11]=2)=[CH:5][CH:4]=1.[CH3:34][O:35][C:36]1[CH:42]=[CH:41][C:39]([NH2:40])=[CH:38][CH:37]=1.[BH4-].[Na+].Cl. The catalyst is CCO.C(O[Ti](OC(C)C)(OC(C)C)OC(C)C)(C)C.O.CO.C(Cl)Cl. The product is [CH3:34][O:35][C:36]1[CH:42]=[CH:41][C:39]([NH:40][CH2:14][C:13]2[CH:16]=[C:17]([C:18]3[N:26]=[C:25]([CH3:27])[N:24]=[C:23]4[C:19]=3[N:20]=[CH:21][NH:22]4)[C:10]([NH:9][C:6]3[CH:7]=[N:8][C:3]([O:2][CH3:1])=[CH:4][CH:5]=3)=[N:11][CH:12]=2)=[CH:38][CH:37]=1. The yield is 0.760.